Dataset: Full USPTO retrosynthesis dataset with 1.9M reactions from patents (1976-2016). Task: Predict the reactants needed to synthesize the given product. (1) Given the product [C:34]1([CH3:44])[CH:35]=[CH:36][C:37]([S:40]([OH:43])(=[O:41])=[O:42])=[CH:38][CH:39]=1.[Cl:1][C:2]1[CH:7]=[C:6]([O:8][C:9]2[C:18]3[C:13](=[CH:14][C:15]([O:21][CH3:22])=[C:16]([O:19][CH3:20])[CH:17]=3)[N:12]=[CH:11][CH:10]=2)[CH:5]=[CH:4][C:3]=1[NH:23][C:24]([NH:26][C:27]1[CH:31]=[C:30]([CH3:32])[O:29][N:28]=1)=[O:25], predict the reactants needed to synthesize it. The reactants are: [Cl:1][C:2]1[CH:7]=[C:6]([O:8][C:9]2[C:18]3[C:13](=[CH:14][C:15]([O:21][CH3:22])=[C:16]([O:19][CH3:20])[CH:17]=3)[N:12]=[CH:11][CH:10]=2)[CH:5]=[CH:4][C:3]=1[NH:23][C:24]([NH:26][C:27]1[CH:31]=[C:30]([CH3:32])[O:29][N:28]=1)=[O:25].O.[C:34]1([CH3:44])[CH:39]=[CH:38][C:37]([S:40]([OH:43])(=[O:42])=[O:41])=[CH:36][CH:35]=1. (2) Given the product [Br:24][C:21]1[CH:22]=[CH:23][C:18]([CH:14]([CH2:13][NH:12][C:11]([O:10][C:6]([CH3:8])([CH3:9])[CH3:7])=[O:26])[CH2:15][CH2:16][O:17][S:1]([CH3:4])(=[O:3])=[O:2])=[C:19]([CH3:25])[CH:20]=1, predict the reactants needed to synthesize it. The reactants are: [S:1](Cl)([CH3:4])(=[O:3])=[O:2].[C:6]([O:10][C:11](=[O:26])[NH:12][CH2:13][CH:14]([C:18]1[CH:23]=[CH:22][C:21]([Br:24])=[CH:20][C:19]=1[CH3:25])[CH2:15][CH2:16][OH:17])([CH3:9])([CH3:8])[CH3:7].[NH4+].[Cl-]. (3) Given the product [C:20]([C:24]1[C:25]2[C:32]([CH3:33])=[CH:31][CH:30]=[CH:29][C:26]=2[S:27][CH:28]=1)#[N:21], predict the reactants needed to synthesize it. The reactants are: C1(P(C2C=CC=CC=2)C2C=CC=CC=2)C=CC=CC=1.[C-:20]#[N:21].[K+].Cl[C:24]1[C:25]2[C:32]([CH3:33])=[CH:31][CH:30]=[CH:29][C:26]=2[S:27][CH:28]=1. (4) Given the product [C:57]([C:59]1[CH:66]=[CH:65][C:62]([CH2:63][NH:1][C:2]2[CH:25]=[CH:24][C:5]3[C:6]([CH2:9][CH2:10][CH:11]4[CH2:16][CH2:15][N:14]([C:17]([O:19][C:20]([CH3:22])([CH3:23])[CH3:21])=[O:18])[CH2:13][CH2:12]4)=[N:7][O:8][C:4]=3[C:3]=2/[CH:26]=[CH:27]/[CH3:28])=[CH:61][CH:60]=1)#[N:58], predict the reactants needed to synthesize it. The reactants are: [NH2:1][C:2]1[CH:25]=[CH:24][C:5]2[C:6]([CH2:9][CH2:10][CH:11]3[CH2:16][CH2:15][N:14]([C:17]([O:19][C:20]([CH3:23])([CH3:22])[CH3:21])=[O:18])[CH2:13][CH2:12]3)=[N:7][O:8][C:4]=2[C:3]=1/[CH:26]=[CH:27]/[CH3:28].NC1C=CC2C(CCC3CCN(C(OC(C)(C)C)=O)CC3)=NOC=2C=1/C=C\C.[C:57]([C:59]1[CH:66]=[CH:65][C:62]([CH:63]=O)=[CH:61][CH:60]=1)#[N:58].[OH-].[Na+].C(=O)(O)[O-].[Na+]. (5) Given the product [CH3:14][O:13][C:4]1[C:5]([I:12])=[C:6]([C:10]([I:11])=[CH:2][C:3]=1[I:15])[C:7]([Cl:19])=[O:8], predict the reactants needed to synthesize it. The reactants are: C[C:2]1[C:3]([I:15])=[C:4]([O:13][CH3:14])[C:5]([I:12])=[C:6]([C:10]=1[I:11])[C:7](O)=[O:8].C(Cl)(=O)C([Cl:19])=O. (6) Given the product [OH:15][C:13]1[CH:12]=[C:11]([C:16]([CH3:20])([CH3:21])[C:17]([OH:19])=[O:18])[CH:10]=[C:9]2[C:14]=1[C@@H:5]1[CH2:4][C:3]([CH2:1][OH:2])=[CH:25][CH2:24][C@H:6]1[C:7]([CH3:23])([CH3:22])[O:8]2, predict the reactants needed to synthesize it. The reactants are: [CH:1]([C:3]1[CH2:4][C@H:5]2[C:14]3[C:9](=[CH:10][C:11]([C:16]([CH3:21])([CH3:20])[C:17]([OH:19])=[O:18])=[CH:12][C:13]=3[OH:15])[O:8][C:7]([CH3:23])([CH3:22])[C@@H:6]2[CH2:24][CH:25]=1)=[O:2].[BH4-].[Na+].